Task: Predict the reactants needed to synthesize the given product.. Dataset: Full USPTO retrosynthesis dataset with 1.9M reactions from patents (1976-2016) (1) Given the product [Br:1][C:2]1[C:3]([OH:17])=[N:4][C:5]([NH:8][C:9]2[CH:10]=[C:11]([CH3:16])[CH:12]=[C:13]([CH3:15])[CH:14]=2)=[N:6][CH:7]=1, predict the reactants needed to synthesize it. The reactants are: [Br:1][C:2]1[C:3]([O:17]C)=[N:4][C:5]([NH:8][C:9]2[CH:14]=[C:13]([CH3:15])[CH:12]=[C:11]([CH3:16])[CH:10]=2)=[N:6][CH:7]=1.C[S-].[Na+].CN(C=O)C.Cl. (2) Given the product [CH2:28]([O:30][C:31](=[O:41])[CH:32]=[CH:33][C:34]1[CH:39]=[CH:38][C:37]([C:6]2[CH:5]=[C:4]([NH:17][C:18]3[N:23]=[C:22]([C:24]([F:25])([F:26])[F:27])[CH:21]=[CH:20][N:19]=3)[CH:3]=[C:2]([CH3:1])[CH:7]=2)=[CH:36][N:35]=1)[CH3:29], predict the reactants needed to synthesize it. The reactants are: [CH3:1][C:2]1[CH:3]=[C:4]([NH:17][C:18]2[N:23]=[C:22]([C:24]([F:27])([F:26])[F:25])[CH:21]=[CH:20][N:19]=2)[CH:5]=[C:6](B2OC(C)(C)C(C)(C)O2)[CH:7]=1.[CH2:28]([O:30][C:31](=[O:41])[CH:32]=[CH:33][C:34]1[CH:39]=[CH:38][C:37](Br)=[CH:36][N:35]=1)[CH3:29].C(=O)([O-])[O-].[Na+].[Na+]. (3) Given the product [O:48]1[CH2:52][CH2:51][CH:50]([CH2:53][NH:54][C:13]([C:10]2[CH:9]=[C:8]([CH2:7][O:6][CH2:5][C:4]3[CH:16]=[CH:17][CH:18]=[C:2]([CH3:1])[CH:3]=3)[O:12][N:11]=2)=[O:15])[CH2:49]1, predict the reactants needed to synthesize it. The reactants are: [CH3:1][C:2]1[CH:3]=[C:4]([CH:16]=[CH:17][CH:18]=1)[CH2:5][O:6][CH2:7][C:8]1[O:12][N:11]=[C:10]([C:13]([OH:15])=O)[CH:9]=1.C(N(CC)CC)C.Cl.C(N=C=NCCCN(C)C)C.ON1C2C=CC=CC=2N=N1.[O:48]1[CH2:52][CH2:51][CH:50]([CH2:53][NH2:54])[CH2:49]1. (4) Given the product [NH2:2][CH2:1][CH2:3][NH:4][CH2:8][CH2:7][NH:6][CH2:9][CH2:10][NH2:11], predict the reactants needed to synthesize it. The reactants are: [C:1]([CH2:3][N:4]1[CH2:8][CH2:7][N:6]([CH2:9][C:10]#[N:11])C1C1C=CC=CC=1)#[N:2].NCCN1CCN(CCN)C1C1C=CC=CC=1. (5) The reactants are: [Cl:1][C:2]1[CH:3]=[C:4]([NH:17][C:18]2[C:27]3[C:22](=[CH:23][CH:24]=[C:25](I)[CH:26]=3)[N:21]=[CH:20][N:19]=2)[CH:5]=[CH:6][C:7]=1[O:8][CH2:9][C:10]1[CH:15]=[CH:14][CH:13]=[C:12]([F:16])[CH:11]=1.[CH3:29][O:30][CH2:31][CH2:32][O:33]C.[CH2:35](N(CC)CC)[CH3:36]. Given the product [Cl:1][C:2]1[CH:3]=[C:4]([NH:17][C:18]2[C:27]3[C:22](=[CH:23][CH:24]=[C:25]([C:29]4[O:30][C:31]([CH:32]=[O:33])=[CH:35][CH:36]=4)[CH:26]=3)[N:21]=[CH:20][N:19]=2)[CH:5]=[CH:6][C:7]=1[O:8][CH2:9][C:10]1[CH:15]=[CH:14][CH:13]=[C:12]([F:16])[CH:11]=1, predict the reactants needed to synthesize it. (6) Given the product [C:25]1([C@@H:24]2[CH2:23][N:22]([C:31](=[O:36])[C:32]([F:34])([F:35])[F:33])[CH2:21][C@H:20]2[CH2:19][OH:18])[CH:30]=[CH:29][CH:28]=[CH:27][CH:26]=1, predict the reactants needed to synthesize it. The reactants are: CS(C)=O.C(Cl)(=O)C(Cl)=O.[Si]([O:18][CH2:19][C@H:20]1[C@H:24]([C:25]2[CH:30]=[CH:29][CH:28]=[CH:27][CH:26]=2)[CH2:23][N:22]([C:31](=[O:36])[C:32]([F:35])([F:34])[F:33])[CH2:21]1)(C(C)(C)C)(C)C. (7) The reactants are: [C:1]([O:9][CH2:10][CH3:11])(=[O:8])[CH2:2][C:3]([O:5][CH2:6][CH3:7])=[O:4].[CH:12](=O)[C:13]([CH3:16])([CH3:15])[CH3:14].C(OC(=O)C)(=O)C. Given the product [CH3:12][C:13]([CH3:16])([CH3:15])[CH:14]=[C:2]([C:3]([O:5][CH2:6][CH3:7])=[O:4])[C:1]([O:9][CH2:10][CH3:11])=[O:8], predict the reactants needed to synthesize it. (8) Given the product [Br:1][C:2]1[C:7]([O:8][CH3:9])=[CH:6][C:5]2[C:4]([CH:3]=1)=[N:10][C:11]1[C:12](=[CH:16][CH:17]=[C:18]([O:20][CH3:21])[CH:19]=1)[C:13]=2[Cl:24].[Br:1][C:2]1[C:3]2[C:4](=[N:10][C:11]3[C:12]([C:13]=2[Cl:24])=[CH:16][CH:17]=[C:18]([O:20][CH3:21])[CH:19]=3)[CH:5]=[CH:6][C:7]=1[O:8][CH3:9], predict the reactants needed to synthesize it. The reactants are: [Br:1][C:2]1[CH:3]=[C:4]([NH:10][C:11]2[CH:19]=[C:18]([O:20][CH3:21])[CH:17]=[CH:16][C:12]=2[C:13](O)=O)[CH:5]=[CH:6][C:7]=1[O:8][CH3:9].P(Cl)(Cl)([Cl:24])=O. (9) Given the product [CH3:56][C:55]([CH3:58])([CH3:57])[CH2:54][N:29]1[CH2:28][C:22]2[C:23]3[CH:24]=[N:25][NH:26][C:27]=3[CH:19]=[CH:20][C:21]=2[CH2:32][C@H:31]([CH2:33][C:34](=[O:52])[N:35]2[CH2:36][CH2:37][CH:38]([N:41]3[CH2:50][C:49]4[C:44](=[CH:45][CH:46]=[CH:47][CH:48]=4)[NH:43][C:42]3=[O:51])[CH2:39][CH2:40]2)[C:30]1=[O:53], predict the reactants needed to synthesize it. The reactants are: O=C1N(C2CCNCC2)CC2C(=CC=CC=2)N1.Cl[C:19]1[C:27]2[NH:26][N:25]=[CH:24][C:23]=2[C:22]2[CH2:28][N:29]([CH2:54][C:55]([CH3:58])([CH3:57])[CH3:56])[C:30](=[O:53])[C@@H:31]([CH2:33][C:34](=[O:52])[N:35]3[CH2:40][CH2:39][CH:38]([N:41]4[CH2:50][C:49]5[C:44](=[CH:45][CH:46]=[CH:47][CH:48]=5)[NH:43][C:42]4=[O:51])[CH2:37][CH2:36]3)[CH2:32][C:21]=2[CH:20]=1.